From a dataset of Catalyst prediction with 721,799 reactions and 888 catalyst types from USPTO. Predict which catalyst facilitates the given reaction. (1) Reactant: CC(OI1(OC(C)=O)(OC(C)=O)OC(=O)C2C=CC=CC1=2)=O.[Cl:23][C:24]1[CH:25]=[CH:26][C:27]([O:47][CH2:48][C:49]2[CH:54]=[CH:53][CH:52]=[CH:51][CH:50]=2)=[C:28]([CH2:30][C:31]2[S:32][CH:33]=[C:34]([NH:36][C:37](=[O:46])[C:38]3[CH:43]=[CH:42][C:41]([CH2:44][OH:45])=[CH:40][CH:39]=3)[N:35]=2)[CH:29]=1.S([O-])([O-])(=O)=S.[Na+].[Na+].C(=O)([O-])O.[Na+]. Product: [Cl:23][C:24]1[CH:25]=[CH:26][C:27]([O:47][CH2:48][C:49]2[CH:50]=[CH:51][CH:52]=[CH:53][CH:54]=2)=[C:28]([CH2:30][C:31]2[S:32][CH:33]=[C:34]([NH:36][C:37](=[O:46])[C:38]3[CH:43]=[CH:42][C:41]([CH:44]=[O:45])=[CH:40][CH:39]=3)[N:35]=2)[CH:29]=1. The catalyst class is: 4. (2) Reactant: [Br:1][C:2]1[CH:10]=[CH:9][CH:8]=[C:7]2[C:3]=1[CH:4]=[C:5]([C:11]([OH:13])=O)[NH:6]2.CC[N:16](C(C)C)C(C)C.[C:23]([O:27][C:28](=[O:36])NC1CCNCC1)([CH3:26])([CH3:25])[CH3:24].C1CN([P+](ON2N=[N:61][C:56]3[CH:57]=[CH:58][CH:59]=[CH:60]C2=3)(N2CCCC2)N2CCCC2)CC1.F[P-](F)(F)(F)(F)F.[OH-].[Na+]. Product: [C:23]([O:27][C:28]([N:61]1[CH2:56][CH2:57][CH:58]([NH:16][C:11]([C:5]2[NH:6][C:7]3[C:3]([CH:4]=2)=[C:2]([Br:1])[CH:10]=[CH:9][CH:8]=3)=[O:13])[CH2:59][CH2:60]1)=[O:36])([CH3:26])([CH3:25])[CH3:24]. The catalyst class is: 39. (3) Reactant: [NH2:1][C:2]1[N:10]=[C:9]2[C:5]([N:6]=[CH:7][N:8]2[C@@H:11]2[O:15][C@H:14]([CH2:16][OH:17])[C@@H:13]([OH:18])[C@:12]2([F:20])[CH3:19])=[C:4]([N:21]2[CH2:24][CH2:23][CH2:22]2)[N:3]=1.N1C=NN=N1.[C:30](#N)C.C(N([CH:40]([O:48][P:49](N)[O-])N(C(C)C)C(C)C)C(C)C)(C)C. Product: [CH2:24]([N:21]([CH2:22][CH3:30])[C:4]1[N:3]=[C:2]([NH2:1])[N:10]=[C:9]2[C:5]=1[N:6]=[CH:7][N:8]2[C@@H:11]1[O:15][C@H:14]2[C@@H:13]([O:18][P:49]([O:48][CH3:40])[O:17][CH2:16]2)[C@:12]1([F:20])[CH3:19])[CH3:23]. The catalyst class is: 17. (4) Product: [Br:1][C:2]1[CH:3]=[C:4]([O:9][CH2:17][F:18])[CH:5]=[C:6]([Br:8])[CH:7]=1. Reactant: [Br:1][C:2]1[CH:3]=[C:4]([OH:9])[CH:5]=[C:6]([Br:8])[CH:7]=1.C([O-])([O-])=O.[Cs+].[Cs+].Cl[CH2:17][F:18]. The catalyst class is: 18. (5) Reactant: [O:1]1[C:5]2[CH:6]=[CH:7][C:8]([C:10]3[S:11][CH:12]=[C:13]([C:15]([OH:17])=O)[N:14]=3)=[CH:9][C:4]=2[CH2:3][CH2:2]1.Cl.[CH3:19][C:20]1[N:21]=[C:22]([NH2:25])[S:23][CH:24]=1.CN(C(ON1N=NC2C=CC=CC1=2)=[N+](C)C)C.F[P-](F)(F)(F)(F)F. Product: [O:1]1[C:5]2[CH:6]=[CH:7][C:8]([C:10]3[S:11][CH:12]=[C:13]([C:15]([NH:25][C:22]4[S:23][CH:24]=[C:20]([CH3:19])[N:21]=4)=[O:17])[N:14]=3)=[CH:9][C:4]=2[CH2:3][CH2:2]1. The catalyst class is: 17. (6) Reactant: [NH2:1][C:2]1[CH:7]=[CH:6][C:5]([N:8]2[CH:12]=[C:11]([CH:13]([NH:15][C:16]([C:18]3[S:19][C:20]([Cl:23])=[CH:21][CH:22]=3)=[O:17])[CH3:14])[N:10]=[CH:9]2)=[CH:4][CH:3]=1.Cl[CH2:25][CH2:26][O:27][CH2:28][C:29](Cl)=[O:30].C(=O)([O-])[O-].[Cs+].[Cs+]. Product: [O:30]=[C:29]1[CH2:28][O:27][CH2:26][CH2:25][N:1]1[C:2]1[CH:3]=[CH:4][C:5]([N:8]2[CH:12]=[C:11]([CH:13]([NH:15][C:16]([C:18]3[S:19][C:20]([Cl:23])=[CH:21][CH:22]=3)=[O:17])[CH3:14])[N:10]=[CH:9]2)=[CH:6][CH:7]=1. The catalyst class is: 3. (7) Reactant: [CH3:1]OS(OC)(=O)=O.[CH3:8][O:9][C:10]1[C:15]([C:16]([OH:18])=[O:17])=[CH:14][N:13]=[C:12]([O:19][CH3:20])[CH:11]=1.C([O-])([O-])=O.[K+].[K+]. Product: [CH3:8][O:9][C:10]1[C:15]([C:16]([O:18][CH3:1])=[O:17])=[CH:14][N:13]=[C:12]([O:19][CH3:20])[CH:11]=1. The catalyst class is: 18.